From a dataset of Forward reaction prediction with 1.9M reactions from USPTO patents (1976-2016). Predict the product of the given reaction. (1) The product is: [Cl:1][C:2]1[N:7]=[C:6]([N:8]2[CH2:13][CH2:12][CH2:11][C@@H:10]([NH:14][C:19](=[O:20])[CH2:18][OH:21])[CH2:9]2)[CH:5]=[C:4]([CH2:15][CH2:16][CH3:17])[N:3]=1. Given the reactants [Cl:1][C:2]1[N:7]=[C:6]([N:8]2[CH2:13][CH2:12][CH2:11][C@@H:10]([NH2:14])[CH2:9]2)[CH:5]=[C:4]([CH2:15][CH2:16][CH3:17])[N:3]=1.[C:18](O)(=[O:21])[CH2:19][OH:20].Cl.CN(C)CCCN=C=NCC.O.ON1C2C=CC=CC=2N=N1.C(N(C(C)C)CC)(C)C, predict the reaction product. (2) Given the reactants [O:1]1[CH2:6][CH2:5][N:4]([C:7]2[CH:8]=[C:9]([CH:11]=[C:12]([N:14]3[CH2:19][CH2:18][O:17][CH2:16][CH2:15]3)[CH:13]=2)[NH2:10])[CH2:3][CH2:2]1.Cl[C:21]1[N:26]=[C:25]([N:27]([CH3:38])[C:28]2[CH:33]=[C:32]([O:34][CH3:35])[CH:31]=[CH:30][C:29]=2[CH2:36][OH:37])[CH:24]=[CH:23][N:22]=1.Cl, predict the reaction product. The product is: [O:17]1[CH2:16][CH2:15][N:14]([C:12]2[CH:11]=[C:9]([NH:10][C:21]3[N:26]=[C:25]([N:27]([CH3:38])[C:28]4[CH:33]=[C:32]([O:34][CH3:35])[CH:31]=[CH:30][C:29]=4[CH2:36][OH:37])[CH:24]=[CH:23][N:22]=3)[CH:8]=[C:7]([N:4]3[CH2:5][CH2:6][O:1][CH2:2][CH2:3]3)[CH:13]=2)[CH2:19][CH2:18]1. (3) Given the reactants [CH2:1]([C:5]1[N:6]([C:17]2[CH:22]=[CH:21][C:20]([O:23][C:24]3[CH:29]=[CH:28][C:27]([Cl:30])=[CH:26][CH:25]=3)=[CH:19][CH:18]=2)[CH:7]=[C:8]([C:10]2[CH:15]=[CH:14][C:13]([OH:16])=[CH:12][CH:11]=2)[N:9]=1)[CH2:2][CH2:3][CH3:4].C([O-])([O-])=O.[Cs+].[Cs+].CC1C=CC(S(O[CH2:48][C@H:49]2[O:51][CH2:50]2)(=O)=O)=CC=1.C1(O)C=CC=CC=1, predict the reaction product. The product is: [CH2:1]([C:5]1[N:6]([C:17]2[CH:22]=[CH:21][C:20]([O:23][C:24]3[CH:25]=[CH:26][C:27]([Cl:30])=[CH:28][CH:29]=3)=[CH:19][CH:18]=2)[CH:7]=[C:8]([C:10]2[CH:11]=[CH:12][C:13]([O:16][CH2:48][C@@H:49]3[CH2:50][O:51]3)=[CH:14][CH:15]=2)[N:9]=1)[CH2:2][CH2:3][CH3:4]. (4) Given the reactants C(O[CH:5]([O:11]CC=C)[CH2:6][CH2:7][CH2:8][CH2:9][CH3:10])C=C.C(OC(=O)C)(=O)C.[C:22](O)(=O)/[CH:23]=[CH:24]\C(O)=O.[OH-].[Na+], predict the reaction product. The product is: [CH2:24]([CH:6]([CH2:7][CH2:8][CH2:9][CH3:10])[CH:5]=[O:11])[CH:23]=[CH2:22]. (5) Given the reactants [OH:1][CH2:2][CH:3]1[CH:8]2[O:9][CH:5]([CH2:6][CH2:7]2)[CH:4]1[CH2:10][C:11]1[CH:16]=[C:15]([F:17])[CH:14]=[CH:13][C:12]=1[OH:18].[OH-].[K+].[CH2:21](Br)[C:22]1[CH:27]=[CH:26][CH:25]=[CH:24][CH:23]=1, predict the reaction product. The product is: [OH:1][CH2:2][CH:3]1[CH:8]2[O:9][CH:5]([CH2:6][CH2:7]2)[CH:4]1[CH2:10][C:11]1[CH:16]=[C:15]([F:17])[CH:14]=[CH:13][C:12]=1[O:18][CH2:21][C:22]1[CH:27]=[CH:26][CH:25]=[CH:24][CH:23]=1. (6) Given the reactants [N+:1]([C:4]1[N:33]=[CH:32][CH:31]=[CH:30][C:5]=1[C:6]([N:8]([C@@H:20]([C:27](=[O:29])[NH2:28])[C:21]1[CH:26]=[CH:25][CH:24]=[CH:23][CH:22]=1)[C@H:9]1[C:17]2[C:12](=[C:13]([F:19])[CH:14]=[C:15]([Cl:18])[CH:16]=2)[CH2:11][CH2:10]1)=[O:7])([O-])=O, predict the reaction product. The product is: [NH2:1][C:4]1[N:33]=[CH:32][CH:31]=[CH:30][C:5]=1[C:6]([N:8]([C@@H:20]([C:27](=[O:29])[NH2:28])[C:21]1[CH:26]=[CH:25][CH:24]=[CH:23][CH:22]=1)[C@H:9]1[C:17]2[C:12](=[C:13]([F:19])[CH:14]=[C:15]([Cl:18])[CH:16]=2)[CH2:11][CH2:10]1)=[O:7]. (7) Given the reactants [CH2:1]([O:3][C:4]1[N:8]([C:9]2[CH:14]=[CH:13][N:12]=[C:11]([NH2:15])[N:10]=2)[C:7]2[CH:16]=[C:17]([C:20]#[C:21][Si](C)(C)C)[CH:18]=[CH:19][C:6]=2[N:5]=1)[CH3:2].CCCC[N+](CCCC)(CCCC)CCCC.[F-], predict the reaction product. The product is: [CH2:1]([O:3][C:4]1[N:8]([C:9]2[CH:14]=[CH:13][N:12]=[C:11]([NH2:15])[N:10]=2)[C:7]2[CH:16]=[C:17]([C:20]#[CH:21])[CH:18]=[CH:19][C:6]=2[N:5]=1)[CH3:2].